Dataset: Reaction yield outcomes from USPTO patents with 853,638 reactions. Task: Predict the reaction yield, written as a fraction of the theoretical maximum amount of product (1.0 means a 100% yield; for example, 0.34 means a 34% yield). (1) The reactants are CN(C(ON1N=NC2C=CC=NC1=2)=[N+](C)C)C.F[P-](F)(F)(F)(F)F.[CH2:25]([O:32][N:33]1[C:39](=[O:40])[N:38]2[CH2:41][C@H:34]1[CH2:35][CH2:36][C@H:37]2[C:42]([NH:44][NH2:45])=[O:43])[C:26]1[CH:31]=[CH:30][CH:29]=[CH:28][CH:27]=1.[NH2:46][C:47](=[O:51])[C:48](O)=[O:49].CCN(C(C)C)C(C)C. The catalyst is CN(C=O)C. The product is [CH2:25]([O:32][N:33]1[C:39](=[O:40])[N:38]2[CH2:41][C@H:34]1[CH2:35][CH2:36][C@H:37]2[C:42]([NH:44][NH:45][C:48](=[O:49])[C:47]([NH2:46])=[O:51])=[O:43])[C:26]1[CH:31]=[CH:30][CH:29]=[CH:28][CH:27]=1. The yield is 0.640. (2) The catalyst is C1COCC1.O.C(OCC)(=O)C.C1C=CC([P]([Pd]([P](C2C=CC=CC=2)(C2C=CC=CC=2)C2C=CC=CC=2)([P](C2C=CC=CC=2)(C2C=CC=CC=2)C2C=CC=CC=2)[P](C2C=CC=CC=2)(C2C=CC=CC=2)C2C=CC=CC=2)(C2C=CC=CC=2)C2C=CC=CC=2)=CC=1. The product is [CH2:17]([C:2]1[C:7]([O:8][CH3:9])=[CH:6][CH:5]=[C:4]([N+:10]([O-:12])=[O:11])[N:3]=1)[CH:16]=[CH2:15]. The reactants are Br[C:2]1[C:7]([O:8][CH3:9])=[CH:6][CH:5]=[C:4]([N+:10]([O-:12])=[O:11])[N:3]=1.[F-].[Cs+].[CH2:15](B1OC(C)(C)C(C)(C)O1)[CH:16]=[CH2:17]. The yield is 0.750. (3) The reactants are [CH3:1][C:2]1[S:6][C:5]([C:7]2[CH:12]=[CH:11][C:10]([C:13]([F:16])([F:15])[F:14])=[CH:9][CH:8]=2)=[N:4][C:3]=1[CH2:17][CH2:18][OH:19].C1CCN(C(N=NC(N2CCCCC2)=O)=O)CC1.C(P(CCCC)CCCC)CCC.[CH3:51][O:52][C:53](=[O:65])[CH2:54][C:55]1[C:59]2[CH:60]=[CH:61][C:62](O)=[CH:63][C:58]=2[O:57][CH:56]=1. The catalyst is C1(C)C=CC=CC=1.O. The product is [CH3:51][O:52][C:53](=[O:65])[CH2:54][C:55]1[C:59]2[CH:60]=[CH:61][C:62]([O:19][CH2:18][CH2:17][C:3]3[N:4]=[C:5]([C:7]4[CH:8]=[CH:9][C:10]([C:13]([F:16])([F:15])[F:14])=[CH:11][CH:12]=4)[S:6][C:2]=3[CH3:1])=[CH:63][C:58]=2[O:57][CH:56]=1. The yield is 0.330. (4) The reactants are [CH2:1]([C@@H:3]1[CH:7]=[CH:6][C@H:5]([CH2:8][CH3:9])[N:4]1[C:10]([O:12][C:13]([CH3:16])([CH3:15])[CH3:14])=[O:11])[CH3:2].CSC.[OH-:20].[Na+].OO. The catalyst is C1COCC1.CCOC(C)=O. The product is [CH2:1]([C@@H:3]1[CH:7]([OH:20])[CH2:6][C@H:5]([CH2:8][CH3:9])[N:4]1[C:10]([O:12][C:13]([CH3:14])([CH3:16])[CH3:15])=[O:11])[CH3:2]. The yield is 0.770. (5) The reactants are [F:1][C:2]1[CH:3]=[C:4]([C:27]([O:29][CH3:30])=[O:28])[C:5]2[C:6](=[O:26])[CH:7]([C:20]3[N:24]([CH3:25])[N:23]=[CH:22][N:21]=3)[CH:8]([C:13]3[CH:18]=[CH:17][C:16]([F:19])=[CH:15][CH:14]=3)[N:9](O)[C:10]=2[CH:11]=1.Cl. The catalyst is CO.[Fe]. The product is [F:1][C:2]1[CH:3]=[C:4]([C:27]([O:29][CH3:30])=[O:28])[C:5]2[C:6](=[O:26])[CH:7]([C:20]3[N:24]([CH3:25])[N:23]=[CH:22][N:21]=3)[CH:8]([C:13]3[CH:14]=[CH:15][C:16]([F:19])=[CH:17][CH:18]=3)[NH:9][C:10]=2[CH:11]=1. The yield is 0.300. (6) The reactants are [C:1]([O-:4])(O)=[O:2].[Na+].[N+:6]([C:9]1[C:14]([CH2:15][O:16][Si:17]([C:20]([CH3:23])([CH3:22])[CH3:21])([CH3:19])[CH3:18])=[CH:13][CH:12]=[CH:11][C:10]=1CO)([O-:8])=[O:7].[Na+].[Br-].ClN1C(=O)N(Cl)C(=O)N(Cl)C1=O. The catalyst is CC(C)=O.CC1(C)N([O])C(C)(C)CCC1.CC(O)C. The product is [Si:17]([O:16][CH2:15][C:14]1[C:9]([N+:6]([O-:8])=[O:7])=[C:10]([CH:11]=[CH:12][CH:13]=1)[C:1]([OH:4])=[O:2])([C:20]([CH3:23])([CH3:22])[CH3:21])([CH3:19])[CH3:18]. The yield is 0.560. (7) The reactants are [C:1]([C:5]1[CH:6]=[C:7]2[C:11](=[CH:12][C:13]=1[N+:14]([O-])=O)[NH:10][CH:9]=[CH:8]2)([CH3:4])([CH3:3])[CH3:2]. The catalyst is [Ni].CO. The product is [C:1]([C:5]1[CH:6]=[C:7]2[C:11](=[CH:12][C:13]=1[NH2:14])[NH:10][CH:9]=[CH:8]2)([CH3:4])([CH3:2])[CH3:3]. The yield is 0.870. (8) The reactants are [H-].[Na+].[CH3:3]S(I)(C)(C)=O.[CH3:9][O:10][C:11]1[CH:18]=[CH:17][CH:16]=[CH:15][C:12]=1[CH:13]=[O:14]. The catalyst is CS(C)=O. The product is [CH3:9][O:10][C:11]1[CH:18]=[CH:17][CH:16]=[CH:15][C:12]=1[CH:13]1[CH2:3][O:14]1. The yield is 0.630.